This data is from TCR-epitope binding with 47,182 pairs between 192 epitopes and 23,139 TCRs. The task is: Binary Classification. Given a T-cell receptor sequence (or CDR3 region) and an epitope sequence, predict whether binding occurs between them. (1) The epitope is LLFNKVTLA. The TCR CDR3 sequence is CASSTDGMGFDEQYF. Result: 0 (the TCR does not bind to the epitope). (2) The epitope is IVTDFSVIK. The TCR CDR3 sequence is CSASGWVRQGAFYEQYF. Result: 1 (the TCR binds to the epitope). (3) The epitope is VSFIEFVGW. The TCR CDR3 sequence is CASSPGWGPTGELFF. Result: 0 (the TCR does not bind to the epitope). (4) The epitope is VLAWLYAAV. The TCR CDR3 sequence is CASSLGGFTDTQYF. Result: 1 (the TCR binds to the epitope). (5) The epitope is LLSAGIFGA. The TCR CDR3 sequence is CASSYLRGSPLHF. Result: 0 (the TCR does not bind to the epitope). (6) The epitope is TSNQVAVLY. The TCR CDR3 sequence is CASSPTSGVYEQYF. Result: 1 (the TCR binds to the epitope). (7) The epitope is QIKVRVKMV. The TCR CDR3 sequence is CASKWTSGGPNTGELFF. Result: 1 (the TCR binds to the epitope). (8) The epitope is LLLGIGILV. The TCR CDR3 sequence is CASSQDSGGFGELFF. Result: 0 (the TCR does not bind to the epitope).